Dataset: CYP2C9 inhibition data for predicting drug metabolism from PubChem BioAssay. Task: Regression/Classification. Given a drug SMILES string, predict its absorption, distribution, metabolism, or excretion properties. Task type varies by dataset: regression for continuous measurements (e.g., permeability, clearance, half-life) or binary classification for categorical outcomes (e.g., BBB penetration, CYP inhibition). Dataset: cyp2c9_veith. (1) The result is 0 (non-inhibitor). The molecule is O=C(c1cnccn1)N1CCC2(CCCN(c3ccccn3)C2)CC1. (2) The drug is Cc1ccc(Nc2c([N+](=O)[O-])ccc3c2=NC2(CCCCC2)N=3)cc1. The result is 1 (inhibitor). (3) The compound is Fc1cccc(NC(=S)NCCCN2CCOCC2)c1. The result is 0 (non-inhibitor). (4) The result is 0 (non-inhibitor). The compound is O=S(=O)(c1ccccc1)N1CCC2(CCCN(c3cccc(-c4ccccc4)c3)C2)CC1.